This data is from Full USPTO retrosynthesis dataset with 1.9M reactions from patents (1976-2016). The task is: Predict the reactants needed to synthesize the given product. (1) Given the product [CH2:1]([N:5]1[C:13]2[N:12]=[C:11]([Cl:14])[NH:10][C:9]=2[C:8](=[O:18])[NH:7][C:6]1=[O:19])[CH2:2][CH2:3][CH3:4], predict the reactants needed to synthesize it. The reactants are: [CH2:1]([N:5]1[C:13]2[N:12]=[C:11]([Cl:14])[N:10](CC=C)[C:9]=2[C:8](=[O:18])[NH:7][C:6]1=[O:19])[CH2:2][CH2:3][CH3:4].N1CCOCC1. (2) Given the product [N+:1]([C:4]1[CH:8]=[N:7][N:6]2[C:14]([C:16]3[CH:17]=[C:18]([N:22]([CH2:28][CH2:29][CH2:30][CH3:31])[S:23]([CH2:26][CH3:27])(=[O:25])=[O:24])[CH:19]=[CH:20][CH:21]=3)=[CH:13][CH:12]=[N:9][C:5]=12)([O-:3])=[O:2], predict the reactants needed to synthesize it. The reactants are: [N+:1]([C:4]1[CH:8]=[N:7][NH:6][C:5]=1[NH2:9])([O-:3])=[O:2].CN(C)[CH:12]=[CH:13][C:14]([C:16]1[CH:17]=[C:18]([N:22]([CH2:28][CH2:29][CH2:30][CH3:31])[S:23]([CH2:26][CH3:27])(=[O:25])=[O:24])[CH:19]=[CH:20][CH:21]=1)=O.C(OCC)(=O)C. (3) Given the product [Cl:22][C:23]1[CH:24]=[C:25]2[C:29](=[CH:30][CH:31]=1)[CH2:28][N:27]([C:2]1[N:3]=[C:4]([NH:11][C:12]3[CH:13]=[C:14]4[C:18](=[CH:19][CH:20]=3)[NH:17][N:16]=[CH:15]4)[C:5]3[CH2:10][O:9][CH2:8][C:6]=3[N:7]=1)[CH2:26]2, predict the reactants needed to synthesize it. The reactants are: Cl[C:2]1[N:3]=[C:4]([NH:11][C:12]2[CH:13]=[C:14]3[C:18](=[CH:19][CH:20]=2)[NH:17][N:16]=[CH:15]3)[C:5]2[CH2:10][O:9][CH2:8][C:6]=2[N:7]=1.Cl.[Cl:22][C:23]1[CH:24]=[C:25]2[C:29](=[CH:30][CH:31]=1)[CH2:28][NH:27][CH2:26]2. (4) Given the product [NH2:1][C:2]1[N:11]=[C:10]([O:12][CH2:13][CH:14]2[CH2:16][CH2:15]2)[C:9]2[C:4](=[CH:5][CH:6]=[C:7]([C:25]3[CH:26]=[CH:27][C:22]([NH:21][C:18](=[O:20])[CH3:19])=[CH:23][CH:24]=3)[CH:8]=2)[N:3]=1, predict the reactants needed to synthesize it. The reactants are: [NH2:1][C:2]1[N:11]=[C:10]([O:12][CH2:13][CH:14]2[CH2:16][CH2:15]2)[C:9]2[C:4](=[CH:5][CH:6]=[C:7](Br)[CH:8]=2)[N:3]=1.[C:18]([NH:21][C:22]1[CH:27]=[CH:26][C:25](B(O)O)=[CH:24][CH:23]=1)(=[O:20])[CH3:19].FC1C=CC(C2C=C3C(=CC=2)N=CN=C3O)=CC=1.